This data is from Full USPTO retrosynthesis dataset with 1.9M reactions from patents (1976-2016). The task is: Predict the reactants needed to synthesize the given product. (1) Given the product [NH2:13][CH2:12][C:8]1[C:9](=[O:11])[NH:10][C:5]([CH2:1][CH2:2][CH2:3][CH3:4])=[CH:6][CH:7]=1, predict the reactants needed to synthesize it. The reactants are: [CH2:1]([C:5]1[NH:10][C:9](=[O:11])[C:8]([C:12]#[N:13])=[CH:7][CH:6]=1)[CH2:2][CH2:3][CH3:4].N. (2) The reactants are: CN(C)C=O.[CH3:6][NH:7][C:8]([N:10]1[CH2:15][CH2:14][N:13]([S:16]([C:19]2[CH:24]=[CH:23][C:22]([OH:25])=[CH:21][CH:20]=2)(=[O:18])=[O:17])[CH:12]([C:26]23[O:33][CH2:32][C:29]([CH3:34])([CH2:30][O:31]2)[CH2:28][O:27]3)[CH:11]1[CH3:35])=[O:9].C(=O)([O-])[O-].[Cs+].[Cs+].Br[CH2:43][C:44]1[CH:49]=[C:48]([F:50])[CH:47]=[CH:46][C:45]=1[CH3:51]. Given the product [CH3:6][NH:7][C:8]([N:10]1[CH2:15][CH2:14][N:13]([S:16]([C:19]2[CH:24]=[CH:23][C:22]([O:25][CH2:43][C:44]3[CH:49]=[C:48]([F:50])[CH:47]=[CH:46][C:45]=3[CH3:51])=[CH:21][CH:20]=2)(=[O:18])=[O:17])[CH:12]([C:26]23[O:33][CH2:32][C:29]([CH3:34])([CH2:28][O:27]2)[CH2:30][O:31]3)[CH:11]1[CH3:35])=[O:9], predict the reactants needed to synthesize it. (3) The reactants are: [CH2:1]([O:8][C:9]([N:11]1[CH2:16][CH2:15][CH:14]([CH2:17][NH2:18])[CH2:13][CH2:12]1)=[O:10])[C:2]1[CH:7]=[CH:6][CH:5]=[CH:4][CH:3]=1.Cl[C:20]1[C:21]2[CH:28]=[CH:27][NH:26][C:22]=2[N:23]=[CH:24][N:25]=1. Given the product [CH2:1]([O:8][C:9]([N:11]1[CH2:16][CH2:15][CH:14]([CH2:17][NH:18][C:20]2[C:21]3[CH:28]=[CH:27][NH:26][C:22]=3[N:23]=[CH:24][N:25]=2)[CH2:13][CH2:12]1)=[O:10])[C:2]1[CH:7]=[CH:6][CH:5]=[CH:4][CH:3]=1, predict the reactants needed to synthesize it. (4) Given the product [F:39][C:36]([F:37])([F:38])[S:34]([C:31]1[CH:32]=[CH:33][C:28]([CH:27]=[CH:26][C:23]2[O:24][CH:25]=[C:21]([CH2:20][O:18][C:15]3[CH:14]=[CH:13][C:12]([O:11][CH2:10][CH2:9][CH2:8][N:3]4[CH:7]=[CH:6][N:5]=[N:4]4)=[CH:17][CH:16]=3)[N:22]=2)=[CH:29][CH:30]=1)=[O:35], predict the reactants needed to synthesize it. The reactants are: [H-].[Na+].[N:3]1([CH2:8][CH2:9][CH2:10][O:11][C:12]2[CH:17]=[CH:16][C:15]([OH:18])=[CH:14][CH:13]=2)[CH:7]=[CH:6][N:5]=[N:4]1.Cl[CH2:20][C:21]1[N:22]=[C:23]([CH:26]=[CH:27][C:28]2[CH:33]=[CH:32][C:31]([S:34]([C:36]([F:39])([F:38])[F:37])=[O:35])=[CH:30][CH:29]=2)[O:24][CH:25]=1.O.